Task: Predict which catalyst facilitates the given reaction.. Dataset: Catalyst prediction with 721,799 reactions and 888 catalyst types from USPTO (1) Reactant: [F:1][C:2]1[CH:7]=[C:6]([F:8])[CH:5]=[CH:4][C:3]=1[C@:9]1([CH3:34])[CH2:14][C@@H:13]([C:15]2[C:16]([CH3:25])=[N:17][O:18][C:19]=2[CH2:20][C:21]([OH:24])([CH3:23])[CH3:22])[S:12][C:11]([NH:26]C(=O)OC(C)(C)C)=[N:10]1.FC1C=C(F)C(C(O)(C)C)=CC=1[C@]1(C)C[C@@H](C2C(C)=NOC=2C)SC(NC(=O)OC(C)(C)C)=N1.C(O)(C(F)(F)F)=O. Product: [NH2:26][C:11]1[S:12][C@H:13]([C:15]2[C:16]([CH3:25])=[N:17][O:18][C:19]=2[CH2:20][C:21]([CH3:23])([OH:24])[CH3:22])[CH2:14][C@:9]([C:3]2[CH:4]=[CH:5][C:6]([F:8])=[CH:7][C:2]=2[F:1])([CH3:34])[N:10]=1. The catalyst class is: 2. (2) The catalyst class is: 753. Reactant: [OH:1][CH:2]([C:14]1[CH:19]=[CH:18][C:17]([OH:20])=[CH:16][CH:15]=1)[CH:3]1[CH2:6][N:5]([C:7]([O:9][C:10]([CH3:13])([CH3:12])[CH3:11])=[O:8])[CH2:4]1.[OH-].[K+].C(OP([C:31](Br)([F:33])[F:32])(=O)OCC)C. Product: [F:32][CH:31]([F:33])[O:20][C:17]1[CH:16]=[CH:15][C:14]([CH:2]([OH:1])[CH:3]2[CH2:6][N:5]([C:7]([O:9][C:10]([CH3:13])([CH3:12])[CH3:11])=[O:8])[CH2:4]2)=[CH:19][CH:18]=1. (3) Reactant: [CH3:1][CH:2]([CH3:34])[C@H:3]([NH:11][S:12]([C:15]1[CH:16]=[CH:17][C:18]2[C:22]3[CH:23]=[C:24]([C:27]#[C:28][Si](C)(C)C)[CH:25]=[CH:26][C:21]=3[O:20][C:19]=2[CH:33]=1)(=[O:14])=[O:13])[C:4]([O:6]C(C)(C)C)=[O:5].C([Si](C)(C)C)#C.COCC#C. Product: [C:27]([C:24]1[CH:25]=[CH:26][C:21]2[O:20][C:19]3[CH:33]=[C:15]([S:12]([NH:11][C@@H:3]([CH:2]([CH3:1])[CH3:34])[C:4]([OH:6])=[O:5])(=[O:14])=[O:13])[CH:16]=[CH:17][C:18]=3[C:22]=2[CH:23]=1)#[CH:28]. The catalyst class is: 2. (4) Reactant: CC1[O:11][C:10]2[C:9]3[CH:12]=[CH:13][CH:14]=[CH:15][C:8]=3NCCC=2N=1.S(Cl)(Cl)=O.Cl.[F:21][C:22]([F:31])([F:30])[C:23]1[CH:29]=[CH:28][C:26]([NH2:27])=[CH:25][CH:24]=1.C([N:34]([CH2:37][CH3:38])CC)C. Product: [C:37]([C:38]1[CH:13]=[CH:12][C:9]([C:10]([NH:27][C:26]2[CH:28]=[CH:29][C:23]([C:22]([F:30])([F:31])[F:21])=[CH:24][CH:25]=2)=[O:11])=[CH:8][C:15]=1[CH3:14])#[N:34]. The catalyst class is: 451. (5) Reactant: Br[C:2]1[N:3]([CH:13]2[CH2:18][CH2:17][CH2:16][CH2:15][O:14]2)[C:4]2[C:9]([N:10]=1)=[C:8]([Cl:11])[N:7]=[C:6]([Cl:12])[N:5]=2.C([Sn](CCCC)(CCCC)[C:24]([O:26][CH2:27][CH3:28])=[CH2:25])CCC.O1C=CC=C1P(C1OC=CC=1)C1OC=CC=1. Product: [Cl:12][C:6]1[N:5]=[C:4]2[C:9]([N:10]=[C:2]([C:24]([O:26][CH2:27][CH3:28])=[CH2:25])[N:3]2[CH:13]2[CH2:18][CH2:17][CH2:16][CH2:15][O:14]2)=[C:8]([Cl:11])[N:7]=1. The catalyst class is: 3.